From a dataset of Full USPTO retrosynthesis dataset with 1.9M reactions from patents (1976-2016). Predict the reactants needed to synthesize the given product. Given the product [Br:1][C:2]1[N:3]=[N:4][C:5]([NH:13][CH:9]2[CH2:12][CH2:11][CH2:10]2)=[CH:6][CH:7]=1, predict the reactants needed to synthesize it. The reactants are: [Br:1][C:2]1[N:3]=[N:4][C:5](Br)=[CH:6][CH:7]=1.[CH:9]1([NH2:13])[CH2:12][CH2:11][CH2:10]1.CCN(CC)CC.